From a dataset of Reaction yield outcomes from USPTO patents with 853,638 reactions. Predict the reaction yield, written as a fraction of the theoretical maximum amount of product (1.0 means a 100% yield; for example, 0.34 means a 34% yield). (1) The reactants are C[Si]([CH:5]=[N+:6]=[N-])(C)C.C(OC([NH:15][C@@H:16]([C:21]1[CH:26]=[CH:25][CH:24]=[CH:23][CH:22]=1)CC(O)=O)=O)(C)(C)C.[CH3:27][OH:28]. The catalyst is C1CCCCC1.C(OCC)C. The product is [NH2:15][C@@H:16]([C:21]1[CH:22]=[CH:23][CH:24]=[CH:25][CH:26]=1)[C:27]([NH:6][CH:5]1[CH2:25][CH2:26][CH2:21][CH2:22][CH2:23]1)=[O:28]. The yield is 0.770. (2) The reactants are C1(P(=[CH:20][C:21]([O:23][CH3:24])=[O:22])(C2C=CC=CC=2)C2C=CC=CC=2)C=CC=CC=1.[Br:25][C:26]1[CH:33]=[CH:32][C:29]([CH:30]=O)=[C:28]([F:34])[CH:27]=1.O. The catalyst is C1(C)C=CC=CC=1. The product is [Br:25][C:26]1[CH:33]=[CH:32][C:29]([CH:30]=[CH:20][C:21]([O:23][CH3:24])=[O:22])=[C:28]([F:34])[CH:27]=1. The yield is 0.780. (3) The reactants are [Cl:1][C:2]1[CH:9]=[CH:8][C:5]([CH2:6][NH2:7])=[CH:4][CH:3]=1.C(N(CC)C(C)C)(C)C.Cl[C:20]1[S:21][C:22]([CH:26]=[O:27])=[C:23]([Cl:25])[N:24]=1.O. The catalyst is O1CCCC1. The product is [Cl:25][C:23]1[N:24]=[C:20]([NH:7][CH2:6][C:5]2[CH:8]=[CH:9][C:2]([Cl:1])=[CH:3][CH:4]=2)[S:21][C:22]=1[CH:26]=[O:27]. The yield is 0.500.